From a dataset of Full USPTO retrosynthesis dataset with 1.9M reactions from patents (1976-2016). Predict the reactants needed to synthesize the given product. (1) Given the product [F:12][CH:13]([F:16])[CH2:14][NH:15][C:2]1[N:3]=[CH:4][C:5]([F:11])=[CH:6][C:7]=1[C:8]([OH:10])=[O:9], predict the reactants needed to synthesize it. The reactants are: Cl[C:2]1[C:7]([C:8]([OH:10])=[O:9])=[CH:6][C:5]([F:11])=[CH:4][N:3]=1.[F:12][CH:13]([F:16])[CH2:14][NH2:15].C(=O)([O-])[O-].[K+].[K+].CN(C=O)C. (2) The reactants are: [C:1]([N:8]([CH3:17])[C@H:9]([C:14](O)=[O:15])[C@H:10]([CH2:12][CH3:13])[CH3:11])([O:3][C:4]([CH3:7])([CH3:6])[CH3:5])=[O:2].B.C1COCC1.O.C([O-])([O-])=O.[Na+].[Na+]. Given the product [C:4]([O:3][C:1](=[O:2])[N:8]([C@H:9]([CH2:14][OH:15])[C@@H:10]([CH3:11])[CH2:12][CH3:13])[CH3:17])([CH3:5])([CH3:7])[CH3:6], predict the reactants needed to synthesize it. (3) Given the product [CH3:30][O:31][C:32]1[CH:33]=[C:34]([C@@:40]23[CH2:48][CH2:47][C@@H:46]([NH:49][C:19]([NH:10][C:5]4[C:4]([N+:1]([O-:3])=[O:2])=[CH:9][CH:8]=[CH:7][N:6]=4)=[O:21])[CH2:45][C@@H:44]2[N:43]([CH3:50])[CH2:42][CH2:41]3)[CH:35]=[CH:36][C:37]=1[O:38][CH3:39], predict the reactants needed to synthesize it. The reactants are: [N+:1]([C:4]1[C:5]([NH2:10])=[N:6][CH:7]=[CH:8][CH:9]=1)([O-:3])=[O:2].CCN(CC)CC.Cl[C:19](Cl)([O:21]C(=O)OC(Cl)(Cl)Cl)Cl.[CH3:30][O:31][C:32]1[CH:33]=[C:34]([C@@:40]23[CH2:48][CH2:47][C@@H:46]([NH2:49])[CH2:45][C@@H:44]2[N:43]([CH3:50])[CH2:42][CH2:41]3)[CH:35]=[CH:36][C:37]=1[O:38][CH3:39]. (4) Given the product [N:19]1([CH:6]2[CH2:11][CH2:10][N:9]([C:12]([O:14][C:15]([CH3:18])([CH3:17])[CH3:16])=[O:13])[CH2:8][CH2:7]2)[CH:23]=[N:22][CH:21]=[N:20]1, predict the reactants needed to synthesize it. The reactants are: CS(O[CH:6]1[CH2:11][CH2:10][N:9]([C:12]([O:14][C:15]([CH3:18])([CH3:17])[CH3:16])=[O:13])[CH2:8][CH2:7]1)(=O)=O.[NH:19]1[CH:23]=[N:22][CH:21]=[N:20]1.[H-].[Na+].S([O-])(=O)(=O)C.